Dataset: Full USPTO retrosynthesis dataset with 1.9M reactions from patents (1976-2016). Task: Predict the reactants needed to synthesize the given product. The reactants are: [C:1]([O:5][C:6]([N:8]1[CH2:13][CH2:12][C:11]2[O:14][N:15]=[C:16]([C:17](O)=[O:18])[C:10]=2[CH:9]1[C:20]1[CH:25]=[CH:24][CH:23]=[CH:22][CH:21]=1)=[O:7])([CH3:4])([CH3:3])[CH3:2].CN([P+](ON1N=[N:44][C:39]2C=[CH:41][CH:42]=[CH:43][C:38]1=2)(N(C)C)N(C)C)C.F[P-](F)(F)(F)(F)F.CN1CCOCC1.N1CCCCC1. Given the product [C:20]1([CH:9]2[C:10]3[C:16]([C:17]([N:44]4[CH2:41][CH2:42][CH2:43][CH2:38][CH2:39]4)=[O:18])=[N:15][O:14][C:11]=3[CH2:12][CH2:13][N:8]2[C:6]([O:5][C:1]([CH3:2])([CH3:4])[CH3:3])=[O:7])[CH:21]=[CH:22][CH:23]=[CH:24][CH:25]=1, predict the reactants needed to synthesize it.